This data is from Catalyst prediction with 721,799 reactions and 888 catalyst types from USPTO. The task is: Predict which catalyst facilitates the given reaction. (1) Reactant: Cl.[C:2]1([CH3:10])[CH:7]=[CH:6][C:5]([NH:8]N)=[CH:4][CH:3]=1.Cl.[CH:12]12[NH:20][CH:16]([CH2:17][CH2:18][CH2:19]1)[CH2:15][C:14](=O)[CH2:13]2.S(=O)(=O)(O)O. Product: [CH3:10][C:2]1[CH:7]=[C:6]2[C:5](=[CH:4][CH:3]=1)[NH:8][C:14]1[CH2:13][CH:12]3[NH:20][CH:16]([C:15]2=1)[CH2:17][CH2:18][CH2:19]3. The catalyst class is: 12. (2) Reactant: [CH3:1][N:2]1[CH2:7][CH2:6][NH:5][CH2:4][CH2:3]1.CCN(CC)CC.[Br:15][C:16]1[CH:24]=[CH:23][C:19]([C:20](Cl)=[O:21])=[CH:18][CH:17]=1. Product: [Br:15][C:16]1[CH:24]=[CH:23][C:19]([C:20]([N:5]2[CH2:6][CH2:7][N:2]([CH3:1])[CH2:3][CH2:4]2)=[O:21])=[CH:18][CH:17]=1. The catalyst class is: 2.